This data is from Full USPTO retrosynthesis dataset with 1.9M reactions from patents (1976-2016). The task is: Predict the reactants needed to synthesize the given product. (1) Given the product [F:16][C:10]1[CH:2]=[CH:3][CH:4]=[C:5]([N:11]2[N:15]=[CH:14][CH:13]=[N:12]2)[C:6]=1[C:7]([OH:9])=[O:8], predict the reactants needed to synthesize it. The reactants are: C[C:2]1[CH:3]=[CH:4][C:5]([N:11]2[N:15]=[CH:14][CH:13]=[N:12]2)=[C:6]([CH:10]=1)[C:7]([OH:9])=[O:8].[F:16]C1C=CC=C(I)C=1C(O)=O.N1C=CN=N1. (2) Given the product [F:79][C:73]1[CH:74]=[C:75]([F:78])[CH:76]=[CH:77][C:72]=1[CH2:71][O:70][C:61]1[CH:62]=[CH:63][C:64]([C:66]([F:68])([F:69])[F:67])=[CH:65][C:60]=1[C:55]1[CH:56]=[N:57][CH:58]=[CH:59][C:54]=1[C:46]1[CH:45]=[C:44]([CH:49]=[C:48]([NH:50][C:51](=[O:53])[CH3:52])[CH:47]=1)[C:43]([OH:80])=[O:42], predict the reactants needed to synthesize it. The reactants are: C(OC(=O)C1C=C(NC(=O)C)C=C(C2C=CN=C(C3C=C(C(F)(F)F)C=CC=3OCC3C=CC=CC=3)C=2)C=1)C.C([O:42][C:43](=[O:80])[C:44]1[CH:49]=[C:48]([NH:50][C:51](=[O:53])[CH3:52])[CH:47]=[C:46]([C:54]2[CH:59]=[CH:58][N:57]=[CH:56][C:55]=2[C:60]2[CH:65]=[C:64]([C:66]([F:69])([F:68])[F:67])[CH:63]=[CH:62][C:61]=2[O:70][CH2:71][C:72]2[CH:77]=[CH:76][C:75]([F:78])=[CH:74][C:73]=2[F:79])[CH:45]=1)C.